From a dataset of Peptide-MHC class II binding affinity with 134,281 pairs from IEDB. Regression. Given a peptide amino acid sequence and an MHC pseudo amino acid sequence, predict their binding affinity value. This is MHC class II binding data. (1) The peptide sequence is QPNLKALREKVLGLP. The MHC is DRB4_0101 with pseudo-sequence DRB4_0103. The binding affinity (normalized) is 0.394. (2) The peptide sequence is RTGQIFKQTYSKFDT. The MHC is DRB1_0405 with pseudo-sequence DRB1_0405. The binding affinity (normalized) is 0.659. (3) The peptide sequence is LQIEEEYQVFRNRLR. The MHC is DRB1_0101 with pseudo-sequence DRB1_0101. The binding affinity (normalized) is 0.780. (4) The peptide sequence is FIMAYVNQAHHIDLM. The MHC is H-2-IAb with pseudo-sequence H-2-IAb. The binding affinity (normalized) is 0.473. (5) The peptide sequence is NLPLQLGFSTGVNLV. The MHC is DRB1_1101 with pseudo-sequence DRB1_1101. The binding affinity (normalized) is 0.476. (6) The peptide sequence is SGDVLWDIPTPKIIE. The MHC is DRB1_0801 with pseudo-sequence DRB1_0801. The binding affinity (normalized) is 0.236. (7) The peptide sequence is KAYQQGVTVDSIGMLPRFTP. The MHC is DRB1_0701 with pseudo-sequence DRB1_0701. The binding affinity (normalized) is 0.522. (8) The peptide sequence is VSSKRNLADAVSKAP. The MHC is DRB1_0401 with pseudo-sequence DRB1_0401. The binding affinity (normalized) is 0.213. (9) The peptide sequence is RVSPGNGWMIKETAC. The MHC is DRB5_0101 with pseudo-sequence DRB5_0101. The binding affinity (normalized) is 0.533.